This data is from Full USPTO retrosynthesis dataset with 1.9M reactions from patents (1976-2016). The task is: Predict the reactants needed to synthesize the given product. (1) Given the product [NH2:23][C:24]1[C:33]([N:34]2[CH2:39][CH2:38][O:37][CH2:36][C@H:35]2[CH3:40])=[CH:32][C:31]2[C:26](=[CH:27][CH:28]=[C:29]([C:2]3[C:7]([CH3:8])=[CH:6][CH:5]=[CH:4][C:3]=3[C:9]([N:11]3[CH2:15][CH2:14][CH2:13][CH2:12]3)=[O:10])[CH:30]=2)[N:25]=1, predict the reactants needed to synthesize it. The reactants are: Br[C:2]1[C:7]([CH3:8])=[CH:6][CH:5]=[CH:4][C:3]=1[C:9]([N:11]1[CH2:15][CH2:14][CH2:13][CH2:12]1)=[O:10].COC1C=CC(C[NH:23][C:24]2[C:33]([N:34]3[CH2:39][CH2:38][O:37][CH2:36][C@H:35]3[CH3:40])=[CH:32][C:31]3[C:26](=[CH:27][CH:28]=[C:29](B4OC(C)(C)C(C)(C)O4)[CH:30]=3)[N:25]=2)=CC=1.P([O-])([O-])([O-])=O.[K+].[K+].[K+].C(O)(C(F)(F)F)=O. (2) Given the product [CH3:6][O:7][C:8](=[O:20])[C:9]1[CH:14]=[CH:13][C:12]([N:15]([CH:16]=[O:17])[CH2:2][C:3](=[O:5])[CH3:4])=[C:11]([O:18][CH3:19])[CH:10]=1, predict the reactants needed to synthesize it. The reactants are: Cl[CH2:2][C:3](=[O:5])[CH3:4].[CH3:6][O:7][C:8](=[O:20])[C:9]1[CH:14]=[CH:13][C:12]([NH:15][CH:16]=[O:17])=[C:11]([O:18][CH3:19])[CH:10]=1.C(=O)([O-])[O-].[Cs+].[Cs+].[I-].[K+].